From a dataset of Full USPTO retrosynthesis dataset with 1.9M reactions from patents (1976-2016). Predict the reactants needed to synthesize the given product. (1) Given the product [C:1]1([C:13]2[CH:18]=[CH:17][CH:16]=[CH:15][CH:14]=2)[CH:6]=[CH:5][C:4]([C:7]2[S:8][C:9]([C:19]3[CH:24]=[CH:23][CH:22]=[CH:21][CH:20]=3)=[CH:10][N:11]=2)=[CH:3][CH:2]=1, predict the reactants needed to synthesize it. The reactants are: [C:1]1([C:13]2[CH:18]=[CH:17][CH:16]=[CH:15][CH:14]=2)[CH:6]=[CH:5][C:4]([C:7]2[S:8][C:9](Br)=[CH:10][N:11]=2)=[CH:3][CH:2]=1.[C:19]1(B(O)O)[CH:24]=[CH:23][CH:22]=[CH:21][CH:20]=1. (2) Given the product [C:12]1([N:5]2[C:6]3[N:7]=[CH:8][CH:9]=[CH:10][C:11]=3[C:2]3[NH:31][N:32]=[C:19]([CH:20]([C:23]4[CH:28]=[CH:27][CH:26]=[CH:25][CH:24]=4)[CH2:21][CH3:22])[C:3]=3[C:4]2=[O:18])[CH:17]=[CH:16][CH:15]=[CH:14][CH:13]=1, predict the reactants needed to synthesize it. The reactants are: O[C:2]1[C:11]2[C:6](=[N:7][CH:8]=[CH:9][CH:10]=2)[N:5]([C:12]2[CH:17]=[CH:16][CH:15]=[CH:14][CH:13]=2)[C:4](=[O:18])[C:3]=1[C:19](=O)[CH:20]([C:23]1[CH:28]=[CH:27][CH:26]=[CH:25][CH:24]=1)[CH2:21][CH3:22].O.[NH2:31][NH2:32].C(=O)([O-])O.[Na+]. (3) Given the product [CH3:33][O:34][CH2:35][C:36]([NH:1][C@@H:2]1[CH2:7][CH2:6][C@H:5]([NH:8][C:9]([C:11]2[C:15]3[N:16]=[CH:17][N:18]=[C:19]([C:20]4[CH:25]=[C:24]([O:26][CH3:27])[CH:23]=[CH:22][C:21]=4[O:28][CH2:29][CH:30]4[CH2:31][CH2:32]4)[C:14]=3[NH:13][CH:12]=2)=[O:10])[CH2:4][CH2:3]1)=[O:37], predict the reactants needed to synthesize it. The reactants are: [NH2:1][C@@H:2]1[CH2:7][CH2:6][C@H:5]([NH:8][C:9]([C:11]2[C:15]3[N:16]=[CH:17][N:18]=[C:19]([C:20]4[CH:25]=[C:24]([O:26][CH3:27])[CH:23]=[CH:22][C:21]=4[O:28][CH2:29][CH:30]4[CH2:32][CH2:31]4)[C:14]=3[NH:13][CH:12]=2)=[O:10])[CH2:4][CH2:3]1.[CH3:33][O:34][CH2:35][C:36](Cl)=[O:37]. (4) Given the product [O:1]=[C:2]1[CH:11]=[N:10][C:9]2[C:4](=[CH:5][CH:6]=[CH:7][CH:8]=2)[N:3]1[CH2:12][CH2:13][N:15]1[CH2:20][CH2:19][CH:18]([NH:21][C:22]([C:24]2[CH:33]=[CH:32][C:27]3[O:28][CH2:29][CH2:30][O:31][C:26]=3[CH:25]=2)=[O:23])[CH2:17][CH2:16]1, predict the reactants needed to synthesize it. The reactants are: [O:1]=[C:2]1[CH:11]=[N:10][C:9]2[C:4](=[CH:5][CH:6]=[CH:7][CH:8]=2)[N:3]1[CH2:12][CH:13]=O.[NH:15]1[CH2:20][CH2:19][CH:18]([NH:21][C:22]([C:24]2[CH:33]=[CH:32][C:27]3[O:28][CH2:29][CH2:30][O:31][C:26]=3[CH:25]=2)=[O:23])[CH2:17][CH2:16]1.C(O[BH-](OC(=O)C)OC(=O)C)(=O)C.[Na+].C(=O)([O-])O.[Na+]. (5) Given the product [CH2:2]([N:5]1[CH2:10][CH2:9][N:8]([C:25](=[O:26])[NH:24][CH:22]([CH3:23])[CH3:21])[CH2:7][C:6]1=[O:11])[CH:3]=[CH2:4], predict the reactants needed to synthesize it. The reactants are: Cl.[CH2:2]([N:5]1[CH2:10][CH2:9][NH:8][CH2:7][C:6]1=[O:11])[CH:3]=[CH2:4].C(N(C(C)C)CC)(C)C.[CH3:21][CH:22]([N:24]=[C:25]=[O:26])[CH3:23].O. (6) The reactants are: [NH2:1][C:2]1[C:7]([C:8](=[N:10][OH:11])[NH2:9])=[CH:6][N:5]=[CH:4][N:3]=1.[Cl:12][C:13]1[CH:17]=[CH:16][S:15][C:14]=1[C:18](Cl)=O. Given the product [NH2:1][C:2]1[C:7]([C:8]2[N:9]=[C:18]([C:14]3[S:15][CH:16]=[CH:17][C:13]=3[Cl:12])[O:11][N:10]=2)=[CH:6][N:5]=[CH:4][N:3]=1, predict the reactants needed to synthesize it. (7) Given the product [O:4]1[C:5]2[C:6](=[N:7][CH:8]=[CH:9][CH:10]=2)[C:2](=[O:33])[CH2:1]1, predict the reactants needed to synthesize it. The reactants are: [CH2:1]([O:4][C:5]1[C:6](Br)=[N:7][CH:8]=[CH:9][CH:10]=1)[CH:2]=C.C1C=CC(P(C2C=CC=CC=2)C2C=CC=CC=2)=CC=1.CC([O-])=[O:33].[K+].